This data is from Forward reaction prediction with 1.9M reactions from USPTO patents (1976-2016). The task is: Predict the product of the given reaction. (1) Given the reactants [Br:1][C:2]1[CH:3]=[N:4][N:5]([CH3:20])[C:6]=1[C:7]1[CH:12]=[C:11]([N+:13]([O-])=O)[CH:10]=[CH:9][C:8]=1[O:16][CH:17]([CH3:19])[CH3:18].O.O.Cl[Sn]Cl, predict the reaction product. The product is: [Br:1][C:2]1[CH:3]=[N:4][N:5]([CH3:20])[C:6]=1[C:7]1[CH:12]=[C:11]([NH2:13])[CH:10]=[CH:9][C:8]=1[O:16][CH:17]([CH3:18])[CH3:19]. (2) Given the reactants Cl[C:2](Cl)([O:4]C(=O)OC(Cl)(Cl)Cl)Cl.[OH:13][CH2:14][C:15]1[O:16][C:17](=[O:21])[O:18][C:19]=1[CH3:20].C(N(CC)C(C)C)(C)C.[NH2:31][C@@:32]1([C:45]([O:47][CH2:48][CH:49]=[CH2:50])=[O:46])[C@@H:37]([F:38])[CH2:36][C@@H:35]2[C@H:33]1[C@H:34]2[C:39]([O:41][CH2:42][CH:43]=[CH2:44])=[O:40], predict the reaction product. The product is: [F:38][C@H:37]1[CH2:36][C@@H:35]2[C@@H:33]([C@H:34]2[C:39]([O:41][CH2:42][CH:43]=[CH2:44])=[O:40])[C@:32]1([NH:31][C:2]([O:13][CH2:14][C:15]1[O:16][C:17](=[O:21])[O:18][C:19]=1[CH3:20])=[O:4])[C:45]([O:47][CH2:48][CH:49]=[CH2:50])=[O:46]. (3) Given the reactants [F:1][C:2]1[CH:11]=[C:10]([NH:12][S:13]([C:16]2[CH:21]=[CH:20][C:19]([C:22]3[CH:23]=[N:24][C:25]([CH2:28][O:29][CH:30]([CH3:32])[CH3:31])=[N:26][CH:27]=3)=[CH:18][CH:17]=2)(=[O:15])=[O:14])[C:9]([F:33])=[CH:8][C:3]=1C(OC)=O.[OH-:34].[Li+].Cl.[CH3:37][OH:38], predict the reaction product. The product is: [F:33][C:9]1[C:10]([NH:12][S:13]([C:16]2[CH:21]=[CH:20][C:19]([C:22]3[CH:23]=[N:24][C:25]([CH2:28][O:29][CH:30]([CH3:32])[CH3:31])=[N:26][CH:27]=3)=[CH:18][CH:17]=2)(=[O:14])=[O:15])=[CH:11][C:2]([F:1])=[CH:3][C:8]=1[C:37]([OH:38])=[O:34]. (4) Given the reactants [F:1][C:2]1[CH:23]=[CH:22][C:5]([CH2:6][CH2:7][N:8]2[C:16]3[C:11](=[CH:12][C:13]([Cl:17])=[CH:14][CH:15]=3)[C:10]([CH2:18][CH2:19][NH:20][CH3:21])=[CH:9]2)=[CH:4][CH:3]=1.[C:24](O)(C(F)(F)F)=O.C=O, predict the reaction product. The product is: [F:1][C:2]1[CH:3]=[CH:4][C:5]([CH2:6][CH2:7][N:8]2[C:16]3[C:11](=[CH:12][C:13]([Cl:17])=[CH:14][CH:15]=3)[C:10]3[CH2:18][CH2:19][N:20]([CH3:24])[CH2:21][C:9]2=3)=[CH:22][CH:23]=1. (5) Given the reactants [CH2:1]([O:5][CH2:6][CH2:7][O:8][C:9]1[CH:14]=[CH:13][C:12]([C:15]2[CH:16]=[CH:17][C:18]3[N:24]([CH2:25][CH:26]([CH3:28])[CH3:27])[CH2:23][CH2:22][C:21]([C:29]([NH:31][C:32]4[CH:37]=[CH:36][C:35]([S:38][CH2:39][C:40]5[CH:44]=[N:43][N:42]([CH2:45][CH2:46][CH3:47])[N:41]=5)=[CH:34][CH:33]=4)=[O:30])=[CH:20][C:19]=3[CH:48]=2)=[CH:11][CH:10]=1)[CH2:2][CH2:3][CH3:4].ClC1C=CC=C(C(OO)=[O:57])C=1.S([O-])([O-])(=O)=S.[Na+].[Na+], predict the reaction product. The product is: [CH2:1]([O:5][CH2:6][CH2:7][O:8][C:9]1[CH:10]=[CH:11][C:12]([C:15]2[CH:16]=[CH:17][C:18]3[N:24]([CH2:25][CH:26]([CH3:27])[CH3:28])[CH2:23][CH2:22][C:21]([C:29]([NH:31][C:32]4[CH:33]=[CH:34][C:35]([S:38]([CH2:39][C:40]5[CH:44]=[N:43][N:42]([CH2:45][CH2:46][CH3:47])[N:41]=5)=[O:57])=[CH:36][CH:37]=4)=[O:30])=[CH:20][C:19]=3[CH:48]=2)=[CH:13][CH:14]=1)[CH2:2][CH2:3][CH3:4]. (6) Given the reactants [NH:1]1[CH2:4][CH:3]([C:5]([O:7][C:8]([CH3:11])([CH3:10])[CH3:9])=[O:6])[CH2:2]1.C(O[C:15](=[NH:19])[CH2:16][C:17]#[N:18])C, predict the reaction product. The product is: [C:8]([O:7][C:5]([CH:3]1[CH2:2][N:1]([C:15](=[NH:19])[CH2:16][C:17]#[N:18])[CH2:4]1)=[O:6])([CH3:11])([CH3:10])[CH3:9]. (7) The product is: [F:1][C:2]1[CH:3]=[CH:4][C:5]([C:25]2[CH:30]=[CH:29][CH:28]=[CH:27][N:26]=2)=[C:6]([NH:8][C:9](=[O:14])[C:10]([CH3:11])([CH3:12])[CH3:13])[CH:7]=1. Given the reactants [F:1][C:2]1[CH:3]=[CH:4][C:5](B2OC(C)(C)C(C)(C)O2)=[C:6]([NH:8][C:9](=[O:14])[C:10]([CH3:13])([CH3:12])[CH3:11])[CH:7]=1.Br[C:25]1[CH:30]=[CH:29][CH:28]=[CH:27][N:26]=1.C([O-])([O-])=O.[K+].[K+].CCCCCC, predict the reaction product. (8) Given the reactants C1(P(C2C=CC=CC=2)C2C=CC=CC=2)C=CC=CC=1.BrN1C(=O)CCC1=O.[CH:28]1([CH2:33][CH:34]([C:38]2[CH:43]=[CH:42][C:41]([S:44]([CH3:47])(=[O:46])=[O:45])=[C:40]([F:48])[CH:39]=2)[C:35]([OH:37])=O)[CH2:32][CH2:31][CH2:30][CH2:29]1.[NH2:49][C:50]1[CH:55]=[CH:54][CH:53]=[CH:52][N:51]=1, predict the reaction product. The product is: [CH:28]1([CH2:33][CH:34]([C:38]2[CH:43]=[CH:42][C:41]([S:44]([CH3:47])(=[O:46])=[O:45])=[C:40]([F:48])[CH:39]=2)[C:35]([NH:49][C:50]2[CH:55]=[CH:54][CH:53]=[CH:52][N:51]=2)=[O:37])[CH2:29][CH2:30][CH2:31][CH2:32]1. (9) The product is: [ClH:38].[NH2:8][C:9]1([CH3:37])[C:13]2([CH2:14][CH2:15]2)[CH2:12][N:11]([C:16]2[C:25]([O:26][CH3:27])=[C:24]3[C:19]([C:20](=[O:35])[C:21]([C:32]([OH:34])=[O:33])=[CH:22][N:23]3[C@@H:28]3[CH2:30][C@@H:29]3[F:31])=[CH:18][C:17]=2[F:36])[CH2:10]1. Given the reactants C(OC([NH:8][C:9]1([CH3:37])[C:13]2([CH2:15][CH2:14]2)[CH2:12][N:11]([C:16]2[C:25]([O:26][CH3:27])=[C:24]3[C:19]([C:20](=[O:35])[C:21]([C:32]([OH:34])=[O:33])=[CH:22][N:23]3[C@@H:28]3[CH2:30][C@@H:29]3[F:31])=[CH:18][C:17]=2[F:36])[CH2:10]1)=O)(C)(C)C.[ClH:38], predict the reaction product. (10) Given the reactants [Br:1][C:2]1[S:6][C:5]([C:7]2[NH:11][N:10]=[N:9][N:8]=2)=[N:4][N:3]=1.C([O-])([O-])=O.[Cs+].[Cs+].Br[CH2:19][C:20]([O:22][CH2:23][CH3:24])=[O:21], predict the reaction product. The product is: [CH2:23]([O:22][C:20](=[O:21])[CH2:19][N:10]1[N:9]=[N:8][C:7]([C:5]2[S:6][C:2]([Br:1])=[N:3][N:4]=2)=[N:11]1)[CH3:24].